From a dataset of Catalyst prediction with 721,799 reactions and 888 catalyst types from USPTO. Predict which catalyst facilitates the given reaction. (1) Product: [C:42]([O:45][CH2:46][C:47]([N:25]1[CH2:24][CH2:23][N:22]([C:19]2[CH:20]=[C:21]3[C:16](=[CH:17][C:18]=2[O:28][CH3:29])[N:15]=[CH:14][C:13]([C:30]([NH2:32])=[O:31])=[C:12]3[NH:11][C:5]2[CH:6]=[CH:7][CH:8]=[C:9]([Cl:10])[C:4]=2[Cl:3])[CH2:27][CH2:26]1)=[O:48])(=[O:44])[CH3:43]. Reactant: Cl.Cl.[Cl:3][C:4]1[C:9]([Cl:10])=[CH:8][CH:7]=[CH:6][C:5]=1[NH:11][C:12]1[C:21]2[C:16](=[CH:17][C:18]([O:28][CH3:29])=[C:19]([N:22]3[CH2:27][CH2:26][NH:25][CH2:24][CH2:23]3)[CH:20]=2)[N:15]=[CH:14][C:13]=1[C:30]([NH2:32])=[O:31].C(N(C(C)C)CC)(C)C.[C:42]([O:45][CH2:46][C:47](Cl)=[O:48])(=[O:44])[CH3:43]. The catalyst class is: 1. (2) The catalyst class is: 39. Reactant: [OH:1][C:2]1[C:3]([C:29]2[CH:34]=[CH:33][CH:32]=[CH:31][CH:30]=2)=[C:4]2[C:9](=[CH:10][CH:11]=1)[CH:8]=[C:7]([CH2:12][NH:13][C:14]([C:16]1[C:20]3[CH:21]=[CH:22][CH:23]=[CH:24][C:19]=3[O:18][C:17]=1[CH2:25][CH2:26][CH2:27][CH3:28])=[O:15])[CH:6]=[CH:5]2.Br[CH2:36][C:37]#[N:38].C(=O)([O-])[O-].[K+].[K+]. Product: [C:37]([CH2:36][O:1][C:2]1[C:3]([C:29]2[CH:30]=[CH:31][CH:32]=[CH:33][CH:34]=2)=[C:4]2[C:9](=[CH:10][CH:11]=1)[CH:8]=[C:7]([CH2:12][NH:13][C:14]([C:16]1[C:20]3[CH:21]=[CH:22][CH:23]=[CH:24][C:19]=3[O:18][C:17]=1[CH2:25][CH2:26][CH2:27][CH3:28])=[O:15])[CH:6]=[CH:5]2)#[N:38]. (3) Reactant: [F:1][CH:2]1[C:7]([F:15])([O:8][CH2:9][CH2:10][CH2:11][CH2:12][CH2:13][CH3:14])[C:6]([F:16])=[CH:5][CH:4]=[CH:3]1.C([Li])CCC.C([O:25][B:26](OC(C)C)[O:27]C(C)C)(C)C.Cl. Product: [F:16][CH:6]1[C:7]([F:15])([O:8][CH2:9][CH2:10][CH2:11][CH2:12][CH2:13][CH3:14])[C:2]([F:1])=[CH:3][CH:4]=[C:5]1[B:26]([OH:27])[OH:25]. The catalyst class is: 220. (4) The catalyst class is: 425. Product: [I:21][CH2:6][CH2:7][O:8][CH2:9][CH2:10][CH2:11][CH2:12][CH2:13][CH2:14][CH2:15][CH2:16][CH2:17][CH2:18][CH2:19][CH3:20]. Reactant: CS(O[CH2:6][CH2:7][O:8][CH2:9][CH2:10][CH2:11][CH2:12][CH2:13][CH2:14][CH2:15][CH2:16][CH2:17][CH2:18][CH2:19][CH3:20])(=O)=O.[I-:21].[Na+]. (5) Product: [ClH:48].[Cl:48][C:46]1[CH:45]=[CH:44][C:42]2[N:43]=[C:39]([C:37]3[CH:36]=[CH:35][C:34]([F:49])=[C:33]([C@:30]4([CH3:32])[C:29]([F:50])([F:51])[C:28]([CH3:53])([CH3:52])[O:27][CH2:26][C:25]([NH2:24])=[N:31]4)[CH:38]=3)[O:40][C:41]=2[CH:47]=1. Reactant: COC1C=CC(C([NH:24][C:25]2[CH2:26][O:27][C:28]([CH3:53])([CH3:52])[C:29]([F:51])([F:50])[C@:30]([C:33]3[CH:38]=[C:37]([C:39]4[O:40][C:41]5[CH:47]=[C:46]([Cl:48])[CH:45]=[CH:44][C:42]=5[N:43]=4)[CH:36]=[CH:35][C:34]=3[F:49])([CH3:32])[N:31]=2)(C2C=CC(OC)=CC=2)C2C=CC=CC=2)=CC=1.FC(F)(F)C(O)=O.Cl. The catalyst class is: 27. (6) Reactant: C(OC(=O)[NH:7][C:8]1[CH:13]=[CH:12][C:11]([C:14]#[C:15][C:16]2[CH:21]=[CH:20][CH:19]=[CH:18][CH:17]=2)=[CH:10][C:9]=1[NH2:22])(C)(C)C.[Cl:24][C:25]1[CH:26]=[C:27]([C:31]2OC(C)(C)O[C:33](=[O:39])[CH:32]=2)[CH:28]=[CH:29][CH:30]=1.C(O)(C(F)(F)F)=O. Product: [Cl:24][C:25]1[CH:26]=[C:27]([C:31]2[CH2:32][C:33](=[O:39])[NH:22][C:9]3[CH:10]=[C:11]([C:14]#[C:15][C:16]4[CH:17]=[CH:18][CH:19]=[CH:20][CH:21]=4)[CH:12]=[CH:13][C:8]=3[N:7]=2)[CH:28]=[CH:29][CH:30]=1. The catalyst class is: 2.